This data is from Catalyst prediction with 721,799 reactions and 888 catalyst types from USPTO. The task is: Predict which catalyst facilitates the given reaction. (1) Reactant: [CH3:1][O:2][CH2:3][C:4](Cl)=[O:5].[NH2:7][C@H:8]([CH2:17][C:18]1[CH:23]=[CH:22][C:21]([C:24]2[CH:29]=[CH:28][CH:27]=[C:26]([Cl:30])[CH:25]=2)=[CH:20][CH:19]=1)[CH2:9][C@:10]([CH2:15][OH:16])([CH3:14])[C:11]([OH:13])=[O:12]. Product: [Cl:30][C:26]1[CH:25]=[C:24]([C:21]2[CH:20]=[CH:19][C:18]([CH2:17][C@@H:8]([NH:7][C:4](=[O:5])[CH2:3][O:2][CH3:1])[CH2:9][C@:10]([CH2:15][OH:16])([CH3:14])[C:11]([OH:13])=[O:12])=[CH:23][CH:22]=2)[CH:29]=[CH:28][CH:27]=1. The catalyst class is: 624. (2) Reactant: [I-].ClC1C=CC=C[N+]=1C.CCN(C(C)C)C(C)C.[NH2:19][C:20]1[CH:24]=[C:23]([C:25]2[CH:30]=[CH:29][C:28]([F:31])=[CH:27][CH:26]=2)[N:22]([C:32]([O:34][C:35]([CH3:38])([CH3:37])[CH3:36])=[O:33])[N:21]=1.[Br:39][C:40]1[S:41][C:42]([C:45](O)=[O:46])=[CH:43][N:44]=1. Product: [Br:39][C:40]1[S:41][C:42]([C:45]([NH:19][C:20]2[CH:24]=[C:23]([C:25]3[CH:26]=[CH:27][C:28]([F:31])=[CH:29][CH:30]=3)[N:22]([C:32]([O:34][C:35]([CH3:38])([CH3:37])[CH3:36])=[O:33])[N:21]=2)=[O:46])=[CH:43][N:44]=1. The catalyst class is: 31. (3) Reactant: [NH2:1][C:2]1[C:3]([C:13]#[N:14])=[CH:4][C:5]([CH3:12])=[C:6]([CH:11]=1)[C:7]([O:9][CH3:10])=[O:8].FC(F)(F)C(O)=O.[CH3:22][C:23]([CH3:25])=O.C(O[BH-](OC(=O)C)OC(=O)C)(=O)C.[Na+]. Product: [C:13]([C:3]1[C:2]([NH:1][CH:23]([CH3:25])[CH3:22])=[CH:11][C:6]([C:7]([O:9][CH3:10])=[O:8])=[C:5]([CH3:12])[CH:4]=1)#[N:14]. The catalyst class is: 26. (4) Reactant: [N+:1]([C:4]1[CH:5]=[C:6]2[C:11](=[CH:12][CH:13]=1)[N:10]([CH2:14][CH2:15][CH2:16][N:17]1[CH2:21][CH2:20][CH2:19][CH2:18]1)[C:9](=[O:22])[CH2:8][CH2:7]2)([O-])=O.O.NN. Product: [NH2:1][C:4]1[CH:5]=[C:6]2[C:11](=[CH:12][CH:13]=1)[N:10]([CH2:14][CH2:15][CH2:16][N:17]1[CH2:18][CH2:19][CH2:20][CH2:21]1)[C:9](=[O:22])[CH2:8][CH2:7]2. The catalyst class is: 94.